This data is from Reaction yield outcomes from USPTO patents with 853,638 reactions. The task is: Predict the reaction yield, written as a fraction of the theoretical maximum amount of product (1.0 means a 100% yield; for example, 0.34 means a 34% yield). (1) The reactants are [H-].[Na+].[C:3]1([C:9]2[NH:10][CH:11]=[CH:12][N:13]=2)[CH:8]=[CH:7][CH:6]=[CH:5][CH:4]=1.[CH3:14][O:15][C:16](=[O:25])[CH2:17][CH2:18][CH2:19][CH2:20][CH2:21][CH2:22][CH2:23]Br.C(=O)([O-])[O-].[K+].[K+]. The catalyst is [I-].C([N+](CCCC)(CCCC)CCCC)CCC.CN(C=O)C. The product is [CH3:14][O:15][C:16](=[O:25])[CH2:17][CH2:18][CH2:19][CH2:20][CH2:21][CH2:22][CH2:23][N:13]1[CH:12]=[CH:11][N:10]=[C:9]1[C:3]1[CH:4]=[CH:5][CH:6]=[CH:7][CH:8]=1. The yield is 0.470. (2) The reactants are [CH3:1][C@@:2]([S:19]([CH3:22])(=[O:21])=[O:20])([CH2:6][CH2:7][N:8]1[CH:12]=[C:11]([C:13]2[CH:18]=[CH:17][CH:16]=[CH:15][CH:14]=2)[CH:10]=[N:9]1)[C:3]([OH:5])=O.CCN(C(C)C)C(C)C.[O:32]1[CH2:37][CH2:36][CH2:35][CH2:34][CH:33]1[O:38][NH2:39].CN(C(ON1N=NC2C=CC=NC1=2)=[N+](C)C)C.F[P-](F)(F)(F)(F)F. The catalyst is CN(C=O)C.CCOC(C)=O.O. The product is [CH3:1][C@@:2]([S:19]([CH3:22])(=[O:21])=[O:20])([CH2:6][CH2:7][N:8]1[CH:12]=[C:11]([C:13]2[CH:18]=[CH:17][CH:16]=[CH:15][CH:14]=2)[CH:10]=[N:9]1)[C:3]([NH:39][O:38][CH:33]1[CH2:34][CH2:35][CH2:36][CH2:37][O:32]1)=[O:5]. The yield is 0.610. (3) The reactants are [Cl-].O[NH3+:3].[C:4](=[O:7])([O-])[OH:5].[Na+].CS(C)=O.[CH2:13]([C:17]1[N:18]=[CH:19][N:20]([CH2:39][C:40]2[CH:45]=[CH:44][C:43]([F:46])=[CH:42][CH:41]=2)[C:21](=[O:38])[C:22]=1[CH2:23][C:24]1[CH:29]=[CH:28][C:27]([C:30]2[C:31]([C:36]#[N:37])=[CH:32][CH:33]=[CH:34][CH:35]=2)=[CH:26][CH:25]=1)[CH2:14][CH2:15][CH3:16]. The catalyst is C(OCC)(=O)C. The product is [CH2:13]([C:17]1[N:18]=[CH:19][N:20]([CH2:39][C:40]2[CH:45]=[CH:44][C:43]([F:46])=[CH:42][CH:41]=2)[C:21](=[O:38])[C:22]=1[CH2:23][C:24]1[CH:25]=[CH:26][C:27]([C:30]2[CH:35]=[CH:34][CH:33]=[CH:32][C:31]=2[C:36]2[NH:3][C:4](=[O:7])[O:5][N:37]=2)=[CH:28][CH:29]=1)[CH2:14][CH2:15][CH3:16]. The yield is 0.620. (4) The reactants are [NH2:1][C:2]1[C:10]2[C:5](=[N:6][C:7]([O:13][CH2:14][C:15]([OH:17])=O)=[C:8]([Cl:12])[C:9]=2[CH3:11])[S:4][C:3]=1[C:18](=[O:23])[NH:19][CH:20]1[CH2:22][CH2:21]1.O.ON1C2C=CC=CC=2N=N1.C(N(CC)C(C)C)(C)C.Cl.CN(C)CCCN=C=NCC.[F:56][C:57]1[CH:64]=[CH:63][C:60]([CH2:61][NH2:62])=[CH:59][CH:58]=1. The catalyst is CN(C=O)C.C1COCC1. The product is [CH:20]1([NH:19][C:18]([C:3]2[S:4][C:5]3=[N:6][C:7]([O:13][CH2:14][C:15](=[O:17])[NH:62][CH2:61][C:60]4[CH:63]=[CH:64][C:57]([F:56])=[CH:58][CH:59]=4)=[C:8]([Cl:12])[C:9]([CH3:11])=[C:10]3[C:2]=2[NH2:1])=[O:23])[CH2:22][CH2:21]1. The yield is 0.370. (5) The reactants are FC(F)(F)C(O)=O.[CH2:8]([O:15][C:16]1[CH:21]=[C:20]([C:22]#[C:23][C:24]2[CH:29]=[CH:28][C:27]([F:30])=[CH:26][CH:25]=2)[C:19]([O:31]COC)=[CH:18][N:17]=1)[C:9]1[CH:14]=[CH:13][CH:12]=[CH:11][CH:10]=1. The catalyst is ClC(Cl)C. The product is [CH2:8]([O:15][C:16]1[N:17]=[CH:18][C:19]([OH:31])=[C:20]([C:22]#[C:23][C:24]2[CH:29]=[CH:28][C:27]([F:30])=[CH:26][CH:25]=2)[CH:21]=1)[C:9]1[CH:10]=[CH:11][CH:12]=[CH:13][CH:14]=1. The yield is 1.00.